This data is from Forward reaction prediction with 1.9M reactions from USPTO patents (1976-2016). The task is: Predict the product of the given reaction. (1) Given the reactants [OH:1][CH2:2][C:3]([CH3:40])([CH3:39])[O:4][C:5]1[CH:10]=[CH:9][C:8]([N:11]2[C:16](=[O:17])[C:15]([CH2:18][C:19]3[CH:24]=[CH:23][C:22]([C:25]4[C:26]([C:31]#[N:32])=[CH:27][CH:28]=[CH:29][CH:30]=4)=[CH:21][CH:20]=3)=[C:14]([CH2:33][CH2:34][CH3:35])[N:13]3[N:36]=[CH:37][N:38]=[C:12]23)=[CH:7][CH:6]=1.CC(OI1(OC(C)=O)(OC(C)=O)OC(=O)C2C1=CC=CC=2)=O.C(OCC)(=O)C.S([O-])([O-])(=O)=S.[Na+].[Na+], predict the reaction product. The product is: [CH3:40][C:3]([CH3:39])([O:4][C:5]1[CH:10]=[CH:9][C:8]([N:11]2[C:16](=[O:17])[C:15]([CH2:18][C:19]3[CH:24]=[CH:23][C:22]([C:25]4[C:26]([C:31]#[N:32])=[CH:27][CH:28]=[CH:29][CH:30]=4)=[CH:21][CH:20]=3)=[C:14]([CH2:33][CH2:34][CH3:35])[N:13]3[N:36]=[CH:37][N:38]=[C:12]23)=[CH:7][CH:6]=1)[CH:2]=[O:1]. (2) Given the reactants [Cl:1][C:2]1[CH:7]=[CH:6][N:5]=[C:4]2[NH:8][C:9]([C:11]3[CH:16]=[CH:15][C:14]([N:17]4[CH2:22][CH2:21][O:20][CH2:19][CH2:18]4)=[CH:13][CH:12]=3)=[N:10][C:3]=12.C(=O)([O-])[O-].[Cs+].[Cs+].[CH3:29][Si:30]([CH3:37])([CH3:36])[CH2:31][CH2:32][O:33][CH2:34]Cl.O, predict the reaction product. The product is: [Cl:1][C:2]1[CH:7]=[CH:6][N:5]=[C:4]2[N:8]([CH2:34][O:33][CH2:32][CH2:31][Si:30]([CH3:37])([CH3:36])[CH3:29])[C:9]([C:11]3[CH:12]=[CH:13][C:14]([N:17]4[CH2:22][CH2:21][O:20][CH2:19][CH2:18]4)=[CH:15][CH:16]=3)=[N:10][C:3]=12. (3) Given the reactants C[O:2][C:3](=[O:28])[C:4]1[CH:9]=[CH:8][CH:7]=[CH:6][C:5]=1[O:10][CH2:11][CH2:12][N:13]1[CH2:18][CH2:17][CH:16]([C:19]2[C:27]3[C:22](=[CH:23][CH:24]=[CH:25][CH:26]=3)[NH:21][CH:20]=2)[CH2:15][CH2:14]1.CS(O[CH2:34][CH:35]1[CH2:39][CH2:38][O:37][CH2:36]1)(=O)=O, predict the reaction product. The product is: [O:37]1[CH2:38][CH2:39][CH:35]([CH2:34][N:21]2[C:22]3[C:27](=[CH:26][CH:25]=[CH:24][CH:23]=3)[C:19]([CH:16]3[CH2:17][CH2:18][N:13]([CH2:12][CH2:11][O:10][C:5]4[CH:6]=[CH:7][CH:8]=[CH:9][C:4]=4[C:3]([OH:2])=[O:28])[CH2:14][CH2:15]3)=[CH:20]2)[CH2:36]1. (4) Given the reactants [CH2:1]([O:3][C:4]1[CH:8]=[C:7]([NH:9][C:10](=[O:18])[O:11][C:12]2[CH:17]=[CH:16][CH:15]=[CH:14][CH:13]=2)[N:6]([C:19]2[CH:24]=[CH:23][CH:22]=[CH:21][CH:20]=2)[N:5]=1)[CH3:2].CC1C=CC(S([O-])(=O)=O)=CC=1.[NH+]1C=CC=CC=1.[Cl:42]N1C(=O)CCC1=O, predict the reaction product. The product is: [Cl:42][C:8]1[C:4]([O:3][CH2:1][CH3:2])=[N:5][N:6]([C:19]2[CH:24]=[CH:23][CH:22]=[CH:21][CH:20]=2)[C:7]=1[NH:9][C:10](=[O:18])[O:11][C:12]1[CH:17]=[CH:16][CH:15]=[CH:14][CH:13]=1. (5) Given the reactants C[NH:2][C@H:3]1CC[C@H:6](C(O)=O)[CH2:5][CH2:4]1.C([O-])([O-])=[O:13].[Na+].[Na+].Cl[C:19]([O:21][CH2:22][C:23]1[CH:28]=[CH:27][CH:26]=[CH:25][CH:24]=1)=[O:20].[CH2:29]1[CH2:33][O:32][CH2:31][CH2:30]1, predict the reaction product. The product is: [CH2:22]([O:21][C:19]([NH:2][CH2:3][C@H:4]1[CH2:5][CH2:6][C@H:30]([C:31]([OH:13])=[O:32])[CH2:29][CH2:33]1)=[O:20])[C:23]1[CH:28]=[CH:27][CH:26]=[CH:25][CH:24]=1. (6) The product is: [S:21]1[CH2:24][CH2:23][N:22]=[C:20]1[NH:19][CH:10]([C:11]1[CH:16]=[CH:15][CH:14]=[C:13]([CH3:17])[C:12]=1[CH3:18])[CH2:9][C:4]1[CH:3]=[C:2]([CH3:1])[CH:7]=[C:6]([CH3:8])[CH:5]=1. Given the reactants [CH3:1][C:2]1[CH:3]=[C:4]([CH2:9][CH:10]([NH:19][C:20]([NH:22][CH2:23][CH2:24]O)=[S:21])[C:11]2[CH:16]=[CH:15][CH:14]=[C:13]([CH3:17])[C:12]=2[CH3:18])[CH:5]=[C:6]([CH3:8])[CH:7]=1, predict the reaction product.